Dataset: CYP2C9 inhibition data for predicting drug metabolism from PubChem BioAssay. Task: Regression/Classification. Given a drug SMILES string, predict its absorption, distribution, metabolism, or excretion properties. Task type varies by dataset: regression for continuous measurements (e.g., permeability, clearance, half-life) or binary classification for categorical outcomes (e.g., BBB penetration, CYP inhibition). Dataset: cyp2c9_veith. (1) The drug is O=[N+]([O-])c1cc(/C=N/O)ccc1SCc1ccccc1. The result is 0 (non-inhibitor). (2) The result is 1 (inhibitor). The compound is O=C(c1cnc(-c2ccccc2)s1)c1ccc(Cl)cc1Cl. (3) The molecule is CCOc1ccc2[nH]c(=O)c(CN(CCc3ccccc3)C(=O)N3CCCC3)cc2c1. The result is 1 (inhibitor).